This data is from Experimentally validated miRNA-target interactions with 360,000+ pairs, plus equal number of negative samples. The task is: Binary Classification. Given a miRNA mature sequence and a target amino acid sequence, predict their likelihood of interaction. (1) The miRNA is hsa-miR-526b-3p with sequence GAAAGUGCUUCCUUUUAGAGGC. The protein sequence of the target gene is MTGARASAAEQRRAGRSGQARAAERAAGMSGAGRALAALLLAASVLSAALLAPGGSSGRDAQAAPPRDLDKKRHAELKMDQALLLIHNELLWTNLTVYWKSECCYHCLFQVLVNVPQSPKAGKPSAAAASVSTQHGSILQLNDTLEEKEVCRLEYRFGEFGNYSLLVKNIHNGVSEIACDLAVNEDPVDSNLPVSIAFLIGLAVIIVISFLRLLLSLDDFNNWISKAISSRETDRLINSELGSPSRTDPLDGDVQPATWRLSALPPRLRSVDTFRGIALILMVFVNYGGGKYWYFKHASW.... Result: 0 (no interaction). (2) The miRNA is hsa-miR-3121-5p with sequence UCCUUUGCCUAUUCUAUUUAAG. The protein sequence of the target gene is MVNSVIFFDITVDGKPLGRISIKQFADKIPKTAENFRALSTGEKGFRYKGSCFHRIIPGFMCQGGDFTHPNGTGDKSIYGEKFDDENLIRKHTGSGILSMANAGPNTNGSQFFICTAKTEWLDGKHVAFGKVKERVNIVEAMEHFGYRNSKTSKKITIADCGQF. Result: 0 (no interaction). (3) The miRNA is hsa-miR-3136-5p with sequence CUGACUGAAUAGGUAGGGUCAUU. The protein sequence of the target gene is MPTGKQLADIGYKTFSTSMMLLTVYGGYLCSVRVYHYFQWRRAQRQAAEEQKTSGIM. Result: 0 (no interaction). (4) The miRNA is hsa-miR-892c-5p with sequence UAUUCAGAAAGGUGCCAGUCA. The protein sequence of the target gene is MAQPGSGCKATTRCLEGTAPPAMAQSDAEALAGALDKDEGQASPCTPSTPSVCSPPSAASSVPSAGKNICSSCGLEILDRYLLKVNNLIWHVRCLECSVCRTSLRQQNSCYIKNKEIFCKMDYFSRFGTKCARCGRQIYASDWVRRARGNAYHLACFACFSCKRQLSTGEEFGLVEEKVLCRIHYDTMIENLKRAAENGNGLTLEGAVPSEQDSQPKPAKRARTSFTAEQLQVMQAQFAQDNNPDAQTLQKLADMTGLSRRVIQVWFQNCRARHKKHTPQHPVPPSGAPPSRLPSALSDD.... Result: 1 (interaction). (5) The miRNA is mmu-miR-200a-3p with sequence UAACACUGUCUGGUAACGAUGU. The protein sequence of the target gene is MTGVFDRRVPSIRSGDFQAPFPTSAAMHHPSQESPTLPESSATDSDYYSPAGAAPHGYCSPTSASYGKALNPYQYQYHGVNGSAAGYPAKAYADYGYASPYHQYGGAYNRVPSATSQPEKEVAEPEVRMVNGKPKKVRKPRTIYSSFQLAALQRRFQKTQYLALPERAELAASLGLTQTQVKIWFQNKRSKIKKIMKNGEMPPEHSPSSSDPMACNSPQSPAVWEPQGSSRSLSHHPHAHPPTSNQSPASSYLENSASWYPSAASSINSHLPPPGSLQHPLALASGTLY. Result: 1 (interaction).